From a dataset of Reaction yield outcomes from USPTO patents with 853,638 reactions. Predict the reaction yield, written as a fraction of the theoretical maximum amount of product (1.0 means a 100% yield; for example, 0.34 means a 34% yield). (1) The reactants are Br[C:2]1[C:3]([C:24]2[CH:29]=[CH:28][N:27]=[C:26]([F:30])[CH:25]=2)=[C:4]([C:17]2[CH:22]=[CH:21][C:20]([F:23])=[CH:19][CH:18]=2)[N:5]([Si](C(C)C)(C(C)C)C(C)C)[CH:6]=1.[CH2:31]([O:34][C:35]([N:37]1[CH2:42][CH2:41][C:40](=O)[CH2:39][CH2:38]1)=[O:36])[CH:32]=[CH2:33]. No catalyst specified. The product is [CH2:31]([O:34][C:35]([N:37]1[CH2:38][CH:39]=[C:40]([C:2]2[C:3]([C:24]3[CH:29]=[CH:28][N:27]=[C:26]([F:30])[CH:25]=3)=[C:4]([C:17]3[CH:18]=[CH:19][C:20]([F:23])=[CH:21][CH:22]=3)[NH:5][CH:6]=2)[CH2:41][CH2:42]1)=[O:36])[CH:32]=[CH2:33]. The yield is 0.0600. (2) The reactants are Br[C:2]1[C:3]([CH3:16])=[C:4]([O:13][CH2:14][CH3:15])[C:5]2[O:9][CH:8]([CH3:10])[CH2:7][C:6]=2[C:11]=1[CH3:12].[F:17][C:18]1[CH:23]=[CH:22][C:21]([N:24]2[CH2:29][CH2:28][NH:27][CH2:26][CH2:25]2)=[CH:20][CH:19]=1. No catalyst specified. The product is [CH2:14]([O:13][C:4]1[C:5]2[O:9][CH:8]([CH3:10])[CH2:7][C:6]=2[C:11]([CH3:12])=[C:2]([N:27]2[CH2:26][CH2:25][N:24]([C:21]3[CH:20]=[CH:19][C:18]([F:17])=[CH:23][CH:22]=3)[CH2:29][CH2:28]2)[C:3]=1[CH3:16])[CH3:15]. The yield is 0.610. (3) The reactants are [NH2:1][C:2]1[CH:3]=[C:4]([CH:20]=[CH:21][C:22]=1[Br:23])[C:5]([NH:7][C:8]1[CH:13]=[CH:12][C:11]([C:14]2[CH:19]=[CH:18][CH:17]=[CH:16][CH:15]=2)=[CH:10][CH:9]=1)=[O:6].N1C=CC=CC=1.[Cl:30][CH2:31][C:32](Cl)=[O:33]. The catalyst is C(Cl)Cl. The product is [C:11]1([C:14]2[CH:19]=[CH:18][CH:17]=[CH:16][CH:15]=2)[CH:10]=[CH:9][C:8]([NH:7][C:5](=[O:6])[C:4]2[CH:20]=[CH:21][C:22]([Br:23])=[C:2]([NH:1][C:32](=[O:33])[CH2:31][Cl:30])[CH:3]=2)=[CH:13][CH:12]=1. The yield is 0.750. (4) The reactants are [F:1][C:2]1[CH:11]=[CH:10][CH:9]=[C:8]2[C:3]=1[C:4](=O)[NH:5][CH:6]=[N:7]2.CN(C=O)C.S(Cl)([Cl:20])=O. No catalyst specified. The product is [ClH:20].[Cl:20][C:4]1[C:3]2[C:8](=[CH:9][CH:10]=[CH:11][C:2]=2[F:1])[N:7]=[CH:6][N:5]=1. The yield is 0.950. (5) The reactants are [N-:1]([S:9]([C:12]([F:15])([F:14])[F:13])(=[O:11])=[O:10])[S:2]([C:5]([F:8])([F:7])[F:6])(=[O:4])=[O:3].[Li+].[CH3:17][N:18]([C:20]([N:23]([CH3:25])[CH3:24])(Cl)[Cl:21])[CH3:19]. The catalyst is C(#N)C. The product is [N-:1]([S:2]([C:5]([F:8])([F:6])[F:7])(=[O:4])=[O:3])[S:9]([C:12]([F:15])([F:14])[F:13])(=[O:11])=[O:10].[CH3:17][N:18]([C+:20]([N:23]([CH3:25])[CH3:24])[Cl:21])[CH3:19]. The yield is 0.988. (6) The reactants are [CH3:1][N:2]([CH3:17])[C:3]1[CH:8]=[CH:7][C:6]([N+:9]([O-])=O)=[CH:5][C:4]=1[C:12]1[O:13][CH:14]=[CH:15][N:16]=1.[OH-].[Na+]. The catalyst is C(O)(=O)C.[Fe]. The product is [CH3:1][N:2]([CH3:17])[C:3]1[CH:8]=[CH:7][C:6]([NH2:9])=[CH:5][C:4]=1[C:12]1[O:13][CH:14]=[CH:15][N:16]=1. The yield is 0.882. (7) The reactants are [Cl:1][C:2]1[CH:3]=[C:4]([NH:13][CH:14]2[CH2:17][CH2:16][CH2:15]2)[C:5]([CH3:12])=[C:6]([CH:11]=1)[C:7]([O:9][CH3:10])=[O:8].[C:18](=O)([O-])[O-].[Cs+].[Cs+].CI. The catalyst is C(#N)C. The product is [Cl:1][C:2]1[CH:3]=[C:4]([N:13]([CH:14]2[CH2:17][CH2:16][CH2:15]2)[CH3:18])[C:5]([CH3:12])=[C:6]([CH:11]=1)[C:7]([O:9][CH3:10])=[O:8]. The yield is 0.840. (8) The reactants are [OH:1][CH:2]1[C:11]2[N:10]=[CH:9][CH:8]=[CH:7][C:6]=2[CH2:5][CH2:4][CH2:3]1. The catalyst is C(Cl)Cl.[O-2].[O-2].[Mn+4]. The product is [N:10]1[C:11]2[C:2](=[O:1])[CH2:3][CH2:4][CH2:5][C:6]=2[CH:7]=[CH:8][CH:9]=1. The yield is 0.820. (9) The reactants are [CH3:1][N:2]([CH2:4][C:5]1[CH:6]=[CH:7][C:8]([C:11]2([OH:21])[CH2:20][CH2:19][C:14]3(OCC[O:15]3)[CH2:13][CH2:12]2)=[N:9][CH:10]=1)[CH3:3].Cl.C([O-])(O)=O.[Na+]. The product is [CH3:3][N:2]([CH2:4][C:5]1[CH:6]=[CH:7][C:8]([C:11]2([OH:21])[CH2:20][CH2:19][C:14](=[O:15])[CH2:13][CH2:12]2)=[N:9][CH:10]=1)[CH3:1]. The catalyst is C1COCC1. The yield is 0.510.